This data is from Reaction yield outcomes from USPTO patents with 853,638 reactions. The task is: Predict the reaction yield, written as a fraction of the theoretical maximum amount of product (1.0 means a 100% yield; for example, 0.34 means a 34% yield). (1) The reactants are [NH2:1][CH2:2][C:3]([OH:5])=[O:4].N12CCCN=C1CCCCC2.[NH2:17][C:18]1[N:41]=[C:40](Cl)[CH:39]=[CH:38][C:19]=1[C:20]([NH:22][CH2:23][C:24]1[CH:29]=[CH:28][C:27]([O:30][CH2:31][C:32]2[CH:37]=[CH:36][CH:35]=[CH:34][CH:33]=2)=[CH:26][CH:25]=1)=[O:21]. The catalyst is CS(C)=O. The product is [NH2:17][C:18]1[N:41]=[C:40]([NH:1][CH2:2][C:3]([OH:5])=[O:4])[CH:39]=[CH:38][C:19]=1[C:20](=[O:21])[NH:22][CH2:23][C:24]1[CH:29]=[CH:28][C:27]([O:30][CH2:31][C:32]2[CH:37]=[CH:36][CH:35]=[CH:34][CH:33]=2)=[CH:26][CH:25]=1. The yield is 0.440. (2) The reactants are Cl[CH2:2][C:3]1[N:4]([C:20]2[CH:25]=[CH:24][C:23]([N+:26]([O-:28])=[O:27])=[CH:22][CH:21]=2)[CH:5]=[C:6]([C:8]2[C:9]([C:14]3[CH:19]=[CH:18][CH:17]=[CH:16][CH:15]=3)=[N:10][O:11][C:12]=2[CH3:13])[N:7]=1.[Cl:29][C:30]1[CH:37]=[CH:36][C:33]([CH2:34][OH:35])=[CH:32][CH:31]=1. No catalyst specified. The product is [Cl:29][C:30]1[CH:37]=[CH:36][C:33]([CH2:34][O:35][CH2:2][C:3]2[N:4]([C:20]3[CH:25]=[CH:24][C:23]([N+:26]([O-:28])=[O:27])=[CH:22][CH:21]=3)[CH:5]=[C:6]([C:8]3[C:9]([C:14]4[CH:19]=[CH:18][CH:17]=[CH:16][CH:15]=4)=[N:10][O:11][C:12]=3[CH3:13])[N:7]=2)=[CH:32][CH:31]=1. The yield is 0.220. (3) The reactants are [Cl:1][C:2]1[N:3]=[C:4]([N:13]2[CH2:18][CH2:17][O:16][CH2:15][CH2:14]2)[C:5]2[S:10][C:9]([CH:11]=O)=[CH:8][C:6]=2[N:7]=1.[O:19]1[CH2:23][CH2:22][CH:21]([N:24]2[CH2:29][CH2:28][NH:27][CH2:26][CH2:25]2)[CH2:20]1. No catalyst specified. The product is [Cl:1][C:2]1[N:3]=[C:4]([N:13]2[CH2:18][CH2:17][O:16][CH2:15][CH2:14]2)[C:5]2[S:10][C:9]([CH2:11][N:27]3[CH2:26][CH2:25][N:24]([CH:21]4[CH2:22][CH2:23][O:19][CH2:20]4)[CH2:29][CH2:28]3)=[CH:8][C:6]=2[N:7]=1. The yield is 0.600. (4) The reactants are [N+](C1C=CC(O[C:11](=[O:38])[O:12][CH2:13][C:14]2[N:15](CC3C=CN=CC=3)[C:16]([S:22][C:23]3[CH:28]=[C:27]([Cl:29])[CH:26]=[C:25]([Cl:30])[CH:24]=3)=[C:17]([CH:19]([CH3:21])[CH3:20])[N:18]=2)=CC=1)([O-])=O.[CH2:39]([O:41][P:42]([CH2:47][CH2:48][CH2:49][NH2:50])(=[O:46])[O:43][CH2:44][CH3:45])[CH3:40].C([N:54]([CH:57]([CH3:59])C)[CH2:55][CH3:56])(C)C.[CH3:60][C:61]#N. No catalyst specified. The product is [CH2:44]([O:43][P:42]([CH2:47][CH2:48][CH2:49][NH:50][C:11]([O:12][CH:13]([C:14]1[NH:15][C:16]([S:22][C:23]2[CH:24]=[C:25]([Cl:30])[CH:26]=[C:27]([Cl:29])[CH:28]=2)=[C:17]([CH:19]([CH3:20])[CH3:21])[N:18]=1)[CH2:60][C:61]1[CH:56]=[CH:55][N:54]=[CH:57][CH:59]=1)=[O:38])(=[O:46])[O:41][CH2:39][CH3:40])[CH3:45]. The yield is 0.790. (5) The reactants are [Br:1][C:2]1[CH:17]=[CH:16][C:5]([CH2:6][C:7]([CH3:15])([CH2:11][C:12]([OH:14])=O)[C:8]([OH:10])=[O:9])=[CH:4][CH:3]=1. The catalyst is OS(O)(=O)=O. The product is [Br:1][C:2]1[CH:3]=[C:4]2[C:5](=[CH:16][CH:17]=1)[CH2:6][C:7]([CH3:15])([C:8]([OH:10])=[O:9])[CH2:11][C:12]2=[O:14]. The yield is 0.670. (6) The reactants are C([O:8][C:9]1[CH:18]=[C:17]2[C:12]([C:13]([O:19][C:20]3[C:21]([C:28]4[CH:29]=[N:30][CH:31]=[CH:32][CH:33]=4)=[N:22][C:23]([CH3:27])=[C:24]([CH3:26])[CH:25]=3)=[CH:14][CH:15]=[N:16]2)=[CH:11][C:10]=1[O:34][CH3:35])C1C=CC=CC=1.CS(O)(=O)=O. The catalyst is FC(F)(F)C(O)=O. The product is [CH3:26][C:24]1[CH:25]=[C:20]([O:19][C:13]2[C:12]3[C:17](=[CH:18][C:9]([OH:8])=[C:10]([O:34][CH3:35])[CH:11]=3)[N:16]=[CH:15][CH:14]=2)[C:21]([C:28]2[CH:29]=[N:30][CH:31]=[CH:32][CH:33]=2)=[N:22][C:23]=1[CH3:27]. The yield is 1.00.